This data is from Forward reaction prediction with 1.9M reactions from USPTO patents (1976-2016). The task is: Predict the product of the given reaction. (1) Given the reactants [CH3:1][O:2][C:3](=[O:30])[CH:4]([NH:14][C:15](=[O:29])[CH:16]([CH2:24][S:25][C:26](=[O:28])[CH3:27])[CH2:17][C:18]1[CH:23]=[CH:22][CH:21]=[CH:20][CH:19]=1)[CH2:5][NH:6]C(OC(C)(C)C)=O.[ClH:31], predict the reaction product. The product is: [ClH:31].[CH3:1][O:2][C:3](=[O:30])[CH:4]([NH:14][C:15](=[O:29])[CH:16]([CH2:24][S:25][C:26](=[O:28])[CH3:27])[CH2:17][C:18]1[CH:23]=[CH:22][CH:21]=[CH:20][CH:19]=1)[CH2:5][NH2:6]. (2) Given the reactants Br[C:2]1[CH:3]=[C:4]2[O:11][CH2:10][CH:9]([CH2:12][O:13][Si:14]([C:17]([CH3:20])([CH3:19])[CH3:18])([CH3:16])[CH3:15])[O:8][C:5]2=[N:6][CH:7]=1.[Li][CH2:22]CCC.IC.[NH4+].[Cl-], predict the reaction product. The product is: [CH3:18][C:17]([Si:14]([CH3:16])([CH3:15])[O:13][CH2:12][CH:9]1[O:8][C:5]2=[N:6][CH:7]=[C:2]([CH3:22])[CH:3]=[C:4]2[O:11][CH2:10]1)([CH3:20])[CH3:19]. (3) The product is: [CH3:39][O:40][C:41](=[O:49])[C:42]1[CH:47]=[CH:46][C:45]([NH:48][C:35]([C@H:16]2[C@H:15]([C:11]3[CH:12]=[CH:13][CH:14]=[C:9]([Cl:8])[C:10]=3[F:38])[C@:19]([C:22]3[CH:27]=[CH:26][C:25]([Cl:28])=[CH:24][C:23]=3[F:29])([C:20]#[N:21])[C@H:18]([CH2:30][C:31]([CH3:33])([CH3:32])[CH3:34])[NH:17]2)=[O:36])=[N:44][CH:43]=1. Given the reactants FC(F)(F)C(O)=O.[Cl:8][C:9]1[C:10]([F:38])=[C:11]([CH:15]2[C:19]([C:22]3[CH:27]=[CH:26][C:25]([Cl:28])=[CH:24][C:23]=3[F:29])([C:20]#[N:21])[CH:18]([CH2:30][C:31]([CH3:34])([CH3:33])[CH3:32])[NH:17][CH:16]2[C:35](O)=[O:36])[CH:12]=[CH:13][CH:14]=1.[CH3:39][O:40][C:41](=[O:49])[C:42]1[CH:47]=[CH:46][C:45]([NH2:48])=[N:44][CH:43]=1.CN(C(ON1N=NC2C=CC=NC1=2)=[N+](C)C)C.F[P-](F)(F)(F)(F)F.CCN(C(C)C)C(C)C, predict the reaction product. (4) The product is: [Cl:19][C:14]1[CH:15]=[CH:16][CH:17]=[C:18]2[C:13]=1[N:12]=[CH:11][N:10]=[C:9]2[C:3]1[CH:4]=[C:5]([O:8][CH2:21][C:22]2[CH:27]=[CH:26][CH:25]=[C:24]([S:28]([CH3:31])(=[O:30])=[O:29])[CH:23]=2)[CH:6]=[CH:7][C:2]=1[Cl:1]. Given the reactants [Cl:1][C:2]1[CH:7]=[CH:6][C:5]([OH:8])=[CH:4][C:3]=1[C:9]1[C:18]2[C:13](=[C:14]([Cl:19])[CH:15]=[CH:16][CH:17]=2)[N:12]=[CH:11][N:10]=1.Br[CH2:21][C:22]1[CH:27]=[CH:26][CH:25]=[C:24]([S:28]([CH3:31])(=[O:30])=[O:29])[CH:23]=1, predict the reaction product. (5) Given the reactants [CH2:1]([C:5]1[CH:6]=[CH:7][C:8]([O:15][CH3:16])=[C:9]([S:11]([NH2:14])(=[O:13])=[O:12])[CH:10]=1)[C:2]([CH3:4])=O.Cl.[NH2:18][OH:19].C(N(CC)CC)C, predict the reaction product. The product is: [OH:19][N:18]=[C:2]([CH3:4])[CH2:1][C:5]1[CH:6]=[CH:7][C:8]([O:15][CH3:16])=[C:9]([S:11]([NH2:14])(=[O:13])=[O:12])[CH:10]=1. (6) Given the reactants Cl[C:2]1[C:7]([C:8]([O:10][CH2:11][CH3:12])=[O:9])=[C:6]([CH3:13])[N:5]=[CH:4][N:3]=1.Cl.[CH2:15]([O:22][NH2:23])[C:16]1[CH:21]=[CH:20][CH:19]=[CH:18][CH:17]=1.C(Cl)(Cl)Cl.O, predict the reaction product. The product is: [CH2:15]([O:22][NH:23][C:2]1[C:7]([C:8]([O:10][CH2:11][CH3:12])=[O:9])=[C:6]([CH3:13])[N:5]=[CH:4][N:3]=1)[C:16]1[CH:21]=[CH:20][CH:19]=[CH:18][CH:17]=1. (7) Given the reactants [NH:1]1[C:9]2[C:4](=[CH:5][CH:6]=[C:7]([C:10]([OH:12])=[O:11])[CH:8]=2)[CH:3]=[CH:2]1.[C:13]1(=O)[CH2:18][CH2:17][CH2:16][CH2:15][CH2:14]1.CO, predict the reaction product. The product is: [C:13]1([C:3]2[C:4]3[C:9](=[CH:8][C:7]([C:10]([OH:12])=[O:11])=[CH:6][CH:5]=3)[NH:1][CH:2]=2)[CH2:18][CH2:17][CH2:16][CH2:15][CH:14]=1. (8) Given the reactants [C:1]([CH2:3][C:4]1[C:12]2[C:7](=[CH:8][CH:9]=[CH:10][CH:11]=2)[N:6]([C:13]([OH:15])=[O:14])[CH:5]=1)#[N:2].[CH3:16][C:17](OC(OC(O[C:17]([CH3:19])([CH3:18])[CH3:16])=O)=O)([CH3:19])[CH3:18], predict the reaction product. The product is: [C:17]([O:14][C:13]([N:6]1[C:7]2[C:12](=[CH:11][CH:10]=[CH:9][CH:8]=2)[C:4]([CH2:3][C:1]#[N:2])=[CH:5]1)=[O:15])([CH3:19])([CH3:18])[CH3:16]. (9) The product is: [Cl:22][C:15]1[C:16]([F:21])=[CH:17][CH:18]=[C:19]([Cl:20])[C:14]=1[CH:12]([O:11][N:10]1[C:4]2[C:5](=[N:6][CH:7]=[C:2]([C:31]3[CH:32]=[N:33][N:34]([CH:36]4[CH2:41][CH2:40][NH:39][CH2:38][CH2:37]4)[CH:35]=3)[CH:3]=2)[CH:8]=[CH:9]1)[CH3:13]. Given the reactants Br[C:2]1[CH:3]=[C:4]2[N:10]([O:11][CH:12]([C:14]3[C:19]([Cl:20])=[CH:18][CH:17]=[C:16]([F:21])[C:15]=3[Cl:22])[CH3:13])[CH:9]=[CH:8][C:5]2=[N:6][CH:7]=1.CC1(C)C(C)(C)OB([C:31]2[CH:32]=[N:33][N:34]([CH:36]3[CH2:41][CH2:40][N:39](C(OC(C)(C)C)=O)[CH2:38][CH2:37]3)[CH:35]=2)O1.Cl, predict the reaction product. (10) Given the reactants [CH3:1][C:2]1[S:6][C:5]([CH:7]=[O:8])=[CH:4][CH:3]=1.C(O)(=O)C.[Br-:13].[Br-].[Br-].[NH+]1C=CC=CC=1.[NH+]1C=CC=CC=1.[NH+]1C=CC=CC=1, predict the reaction product. The product is: [Br:13][C:3]1[CH:4]=[C:5]([CH:7]=[O:8])[S:6][C:2]=1[CH3:1].